From a dataset of Catalyst prediction with 721,799 reactions and 888 catalyst types from USPTO. Predict which catalyst facilitates the given reaction. (1) Reactant: [N:1]1[C:10]2[C:5](=[CH:6][C:7]([CH2:11][N:12]3[C:16]4=[N:17][C:18]([C:21](=O)[CH3:22])=[CH:19][N:20]=[C:15]4[N:14]=[N:13]3)=[CH:8][CH:9]=2)[CH:4]=[CH:3][CH:2]=1.Cl.[NH:25]([C:27]([NH2:29])=[O:28])[NH2:26].C(N(CC)CC)C. Product: [N:1]1[C:10]2[C:5](=[CH:6][C:7]([CH2:11][N:12]3[C:16]4=[N:17][C:18](/[C:21](=[N:26]/[NH:25][C:27]([NH2:29])=[O:28])/[CH3:22])=[CH:19][N:20]=[C:15]4[N:14]=[N:13]3)=[CH:8][CH:9]=2)[CH:4]=[CH:3][CH:2]=1. The catalyst class is: 5. (2) Reactant: COC1C=CC([C@@H]([N:11]([CH2:22][C:23]2[NH:27][C:26]3[CH:28]=[CH:29][CH:30]=[C:31]([N:32]4[CH2:37][CH2:36][N:35]([CH3:38])[CH2:34][CH2:33]4)[C:25]=3[N:24]=2)[C@@H:12]2[C:21]3[N:20]=[CH:19][CH:18]=[CH:17][C:16]=3[CH2:15][CH2:14][CH2:13]2)C)=CC=1.FC(F)(F)C(O)=O. Product: [CH3:38][N:35]1[CH2:34][CH2:33][N:32]([C:31]2[C:25]3[N:24]=[C:23]([CH2:22][NH:11][C@@H:12]4[C:21]5[N:20]=[CH:19][CH:18]=[CH:17][C:16]=5[CH2:15][CH2:14][CH2:13]4)[NH:27][C:26]=3[CH:28]=[CH:29][CH:30]=2)[CH2:37][CH2:36]1. The catalyst class is: 2. (3) Reactant: [Cl:1][C:2]1[C:7]([OH:8])=[C:6]([Cl:9])[CH:5]=[C:4]([CH3:10])[CH:3]=1.[C:11]([O:15][C:16]([N:18]1[CH2:25][CH:24]2[N:26]([C:27]([O:29][C:30]([CH3:33])([CH3:32])[CH3:31])=[O:28])[CH:20]([CH2:21][C:22]([C:50]3[S:54][C:53]([O:55][CH2:56][CH2:57]O)=[N:52][CH:51]=3)=[C:23]2[C:34](=[O:49])[N:35]([CH:46]2[CH2:48][CH2:47]2)[CH2:36][C:37]2[CH:42]=[CH:41][CH:40]=[C:39]([O:43][CH3:44])[C:38]=2[CH3:45])[CH2:19]1)=[O:17])([CH3:14])([CH3:13])[CH3:12].P(CCCC)(CCCC)CCCC. Product: [C:11]([O:15][C:16]([N:18]1[CH2:25][CH:24]2[N:26]([C:27]([O:29][C:30]([CH3:32])([CH3:31])[CH3:33])=[O:28])[CH:20]([CH2:21][C:22]([C:50]3[S:54][C:53]([O:55][CH2:56][CH2:57][O:8][C:7]4[C:2]([Cl:1])=[CH:3][C:4]([CH3:10])=[CH:5][C:6]=4[Cl:9])=[N:52][CH:51]=3)=[C:23]2[C:34](=[O:49])[N:35]([CH:46]2[CH2:47][CH2:48]2)[CH2:36][C:37]2[CH:42]=[CH:41][CH:40]=[C:39]([O:43][CH3:44])[C:38]=2[CH3:45])[CH2:19]1)=[O:17])([CH3:12])([CH3:13])[CH3:14]. The catalyst class is: 691. (4) Reactant: [CH3:1][C@:2]12[N:18]3[C:19]4[CH:20]=[CH:21][CH:22]=[CH:23][C:24]=4[C:25]4[C:26]5[CH2:31][NH:30][C:28](=[O:29])[C:27]=5[C:15]5=[C:16]([C:17]=43)[N:8]([C:9]3[CH:10]=[CH:11][CH:12]=[CH:13][C:14]=35)[C@H:6]([O:7]1)[CH2:5][C@@H:4]([NH:32][CH3:33])[C@H:3]2[O:34][CH3:35].[C:36](O[C:36](=[O:43])[C:37]1[CH:42]=[CH:41][CH:40]=[CH:39][CH:38]=1)(=[O:43])[C:37]1[CH:42]=[CH:41][CH:40]=[CH:39][CH:38]=1.C(O)C. Product: [CH3:1][C:2]12[N:18]3[C:17]4=[C:16]5[N:8]([C:9]6[C:14]([C:15]5=[C:27]5[C:28](=[O:29])[NH:30][CH2:31][C:26]5=[C:25]4[C:24]4[C:19]3=[CH:20][CH:21]=[CH:22][CH:23]=4)=[CH:13][CH:12]=[CH:11][CH:10]=6)[CH:6]([O:7]1)[CH2:5][CH:4]([N:32]([C:36]([C:37]1[CH:42]=[CH:41][CH:40]=[CH:39][CH:38]=1)=[O:43])[CH3:33])[CH:3]2[O:34][CH3:35]. The catalyst class is: 6. (5) Reactant: [H-].[Na+].[OH:3][C:4]1[C:5]([C:10]([O:12][CH3:13])=[O:11])=[N:6][CH:7]=[CH:8][CH:9]=1.[CH3:14][O:15][C:16]1[CH:23]=[CH:22][C:19]([CH2:20]Cl)=[CH:18][CH:17]=1.O. Product: [CH3:14][O:15][C:16]1[CH:23]=[CH:22][C:19]([CH2:20][O:3][C:4]2[C:5]([C:10]([O:12][CH3:13])=[O:11])=[N:6][CH:7]=[CH:8][CH:9]=2)=[CH:18][CH:17]=1. The catalyst class is: 9. (6) Reactant: [NH2:1][C@@H:2]([CH3:7])[CH2:3][C:4]([OH:6])=[O:5].[CH2:8]1COCC1.[N+](=C[Si](C)(C)C)=[N-].CCOCC.[CH3:25][C:26]1[CH:27]=[CH:28][C:29]([N:35]2[N:39]=[CH:38][CH:37]=[N:36]2)=[C:30]([CH:34]=1)[C:31](O)=[O:32]. Product: [CH3:25][C:26]1[CH:27]=[CH:28][C:29]([N:35]2[N:39]=[CH:38][CH:37]=[N:36]2)=[C:30]([CH:34]=1)[C:31]([NH:1][C@@H:2]([CH3:7])[CH2:3][C:4]([O:6][CH3:8])=[O:5])=[O:32]. The catalyst class is: 5. (7) Reactant: [CH:1]1([CH2:4][S:5]([CH:8]2[CH2:13][CH2:12][N:11](C(OC(C)(C)C)=O)[CH2:10][CH2:9]2)(=[O:7])=[O:6])[CH2:3][CH2:2]1.C(O)(C(F)(F)F)=O. Product: [CH:1]1([CH2:4][S:5]([CH:8]2[CH2:13][CH2:12][NH:11][CH2:10][CH2:9]2)(=[O:7])=[O:6])[CH2:2][CH2:3]1. The catalyst class is: 2. (8) Reactant: [O:1](S(C(F)(F)F)(=O)=O)[S:2]([C:5]([F:8])([F:7])[F:6])(=[O:4])=[O:3].O[C:17]1[C:27]([N+:28]([O-:30])=[O:29])=[CH:26][C:20]([C:21]([O:23][CH2:24][CH3:25])=[O:22])=[CH:19][C:18]=1[O:31][CH3:32].N1C=CC=CC=1. Product: [CH3:32][O:31][C:18]1[CH:19]=[C:20]([CH:26]=[C:27]([N+:28]([O-:30])=[O:29])[C:17]=1[O:1][S:2]([C:5]([F:8])([F:7])[F:6])(=[O:4])=[O:3])[C:21]([O:23][CH2:24][CH3:25])=[O:22]. The catalyst class is: 22. (9) Reactant: [CH3:1][O:2][C:3]1[C:8]([O:9][CH3:10])=[CH:7][CH:6]=[CH:5][C:4]=1[N:11]1[C:15]([CH3:16])=[CH:14][C:13]([C:17]([OH:19])=O)=[C:12]1[C:20]1[CH:25]=[CH:24][C:23]([O:26][CH2:27][C:28]([O:30][CH2:31][CH3:32])=[O:29])=[CH:22][CH:21]=1.[CH2:33]([N:40]1[CH2:45][CH2:44][NH:43][C@H:42]([CH2:46][C:47]2[CH:52]=[CH:51][CH:50]=[CH:49][CH:48]=2)[CH2:41]1)[C:34]1[CH:39]=[CH:38][CH:37]=[CH:36][CH:35]=1.CCN=C=NCCCN(C)C.Cl.C1C=CC2N(O)N=NC=2C=1.C(=O)(O)[O-].[Na+]. Product: [CH2:31]([O:30][C:28](=[O:29])[CH2:27][O:26][C:23]1[CH:22]=[CH:21][C:20]([C:12]2[N:11]([C:4]3[CH:5]=[CH:6][CH:7]=[C:8]([O:9][CH3:10])[C:3]=3[O:2][CH3:1])[C:15]([CH3:16])=[CH:14][C:13]=2[C:17]([N:43]2[CH2:44][CH2:45][N:40]([CH2:33][C:34]3[CH:39]=[CH:38][CH:37]=[CH:36][CH:35]=3)[CH2:41][C@H:42]2[CH2:46][C:47]2[CH:52]=[CH:51][CH:50]=[CH:49][CH:48]=2)=[O:19])=[CH:25][CH:24]=1)[CH3:32]. The catalyst class is: 3. (10) Reactant: [Cl:1][C:2]1[CH:3]=[C:4]([C@@H:10]([OH:24])[C@@H:11]([NH:13][C:14](=[O:23])OCC2C=CC=CC=2)[CH3:12])[CH:5]=[CH:6][C:7]=1[O:8][CH3:9].[H-].[Na+]. Product: [Cl:1][C:2]1[CH:3]=[C:4]([C@H:10]2[O:24][C:14](=[O:23])[NH:13][C@H:11]2[CH3:12])[CH:5]=[CH:6][C:7]=1[O:8][CH3:9]. The catalyst class is: 1.